This data is from Full USPTO retrosynthesis dataset with 1.9M reactions from patents (1976-2016). The task is: Predict the reactants needed to synthesize the given product. (1) Given the product [C:1]1([CH2:7][CH2:8][C:9]2[N:13]3[CH:14]=[C:15]([CH2:18][OH:19])[CH:16]=[CH:17][C:12]3=[CH:11][N:10]=2)[CH:2]=[CH:3][CH:4]=[CH:5][CH:6]=1, predict the reactants needed to synthesize it. The reactants are: [C:1]1([CH2:7][CH2:8][C:9]2[N:13]3[CH:14]=[C:15]([C:18](OC)=[O:19])[CH:16]=[CH:17][C:12]3=[CH:11][N:10]=2)[CH:6]=[CH:5][CH:4]=[CH:3][CH:2]=1.[H-].[H-].[H-].[H-].[Li+].[Al+3].[O-]S([O-])(=O)=O.[Na+].[Na+]. (2) Given the product [CH3:1][C@H:2]1[CH2:7][N:6]([C:8]([N:10]2[CH2:11][CH2:12][CH2:13][CH2:14][CH2:15]2)=[O:9])[CH2:5][C@H:4]([CH3:16])[N:3]1[C:17]1[O:18][C:19]2[C:20](=[C:22]([C:26]([OH:28])=[O:27])[CH:23]=[CH:24][CH:25]=2)[N:21]=1, predict the reactants needed to synthesize it. The reactants are: [CH3:1][C@H:2]1[CH2:7][N:6]([C:8]([N:10]2[CH2:15][CH2:14][CH2:13][CH2:12][CH2:11]2)=[O:9])[CH2:5][C@H:4]([CH3:16])[N:3]1[C:17]1[O:18][C:19]2[C:20](=[C:22]([C:26]([O:28]C)=[O:27])[CH:23]=[CH:24][CH:25]=2)[N:21]=1.[I-].[Li+]. (3) The reactants are: [CH3:1][O:2][C:3]1([C:6]2[CH:7]=[C:8]([NH2:18])[N:9]([C:11]3[CH:16]=[CH:15][C:14]([CH3:17])=[CH:13][CH:12]=3)[N:10]=2)[CH2:5][CH2:4]1.N1C=CC=CC=1.[Cl:25][C:26]([Cl:33])([Cl:32])[CH2:27][O:28][C:29](Cl)=[O:30]. Given the product [Cl:25][C:26]([Cl:33])([Cl:32])[CH2:27][O:28][C:29](=[O:30])[NH:18][C:8]1[N:9]([C:11]2[CH:16]=[CH:15][C:14]([CH3:17])=[CH:13][CH:12]=2)[N:10]=[C:6]([C:3]2([O:2][CH3:1])[CH2:5][CH2:4]2)[CH:7]=1, predict the reactants needed to synthesize it. (4) Given the product [OH:1][CH2:2][CH2:3][CH:4]([CH2:6][CH2:7][CH2:8][CH2:9][CH2:10][CH2:11][CH2:12][CH2:13][CH2:14][CH2:15][CH2:16][CH3:17])[NH2:5]=[O:18], predict the reactants needed to synthesize it. The reactants are: [OH:1][CH2:2][CH2:3][CH:4]([CH2:6][CH2:7][CH2:8][CH2:9][CH2:10][CH2:11][CH2:12][CH2:13][CH2:14][CH2:15][CH2:16][CH3:17])[NH2:5].[OH:18]O. (5) The reactants are: S([O-])([O-])(=O)=O.[C:6]([C:11]1[CH:16]=[CH:15][C:14]([I+:17][C:18]2[CH:23]=[CH:22][C:21]([C:24]([CH2:27][CH3:28])([CH3:26])[CH3:25])=[CH:20][CH:19]=2)=[CH:13][CH:12]=1)([CH2:9][CH3:10])([CH3:8])[CH3:7].[C:24]([C:21]1[CH:22]=[CH:23][C:18]([I+:17][C:14]2[CH:15]=[CH:16][C:11]([C:6]([CH2:9][CH3:10])([CH3:8])[CH3:7])=[CH:12][CH:13]=2)=[CH:19][CH:20]=1)([CH2:27][CH3:28])([CH3:26])[CH3:25].[C:52]([O-:55])(=[O:54])[CH3:53].[NH4+].[NH4+].[NH4+].[NH4+].[C:52]([O-:55])(=[O:54])[CH3:53].[C:52]([O-:55])(=[O:54])[CH3:53].[C:52]([O-:55])(=[O:54])[CH3:53]. Given the product [C:52]([O-:55])(=[O:54])[CH3:53].[C:24]([C:21]1[CH:22]=[CH:23][C:18]([I+:17][C:14]2[CH:15]=[CH:16][C:11]([C:6]([CH2:9][CH3:10])([CH3:8])[CH3:7])=[CH:12][CH:13]=2)=[CH:19][CH:20]=1)([CH2:27][CH3:28])([CH3:26])[CH3:25], predict the reactants needed to synthesize it. (6) Given the product [F:1][C:2]1[CH:27]=[CH:26][C:5]2[NH:6][C:7]([C:9]3[C:14]([CH3:31])=[N:13][C:12]([NH:15][CH2:16][CH2:17][CH2:18][CH:19]4[CH2:20][CH2:21][N:22]([CH3:25])[CH2:23][CH2:24]4)=[N:11][CH:10]=3)=[N:8][C:4]=2[C:3]=1[CH3:28], predict the reactants needed to synthesize it. The reactants are: [F:1][C:2]1[CH:27]=[CH:26][C:5]2[NH:6][C:7]([C:9]3[CH:10]=[N:11][C:12]([NH:15][CH2:16][CH2:17][CH2:18][CH:19]4[CH2:24][CH2:23][N:22]([CH3:25])[CH2:21][CH2:20]4)=[N:13][CH:14]=3)=[N:8][C:4]=2[C:3]=1[CH3:28].CO.[CH3:31]C1C(C=O)=CN=C(NCCCC2CCN(C)CC2)N=1.FC1C(C)=C(N)C(N)=CC=1. (7) Given the product [N:13]1[CH:12]=[CH:11][C:10]([C:4]2[S:3][C:2]3[NH:1][C:19]4([CH2:20][CH2:21][CH2:16][CH2:26]4)[NH:9][C:7](=[O:8])[C:6]=3[CH:5]=2)=[CH:15][CH:14]=1, predict the reactants needed to synthesize it. The reactants are: [NH2:1][C:2]1[S:3][C:4]([C:10]2[CH:15]=[CH:14][N:13]=[CH:12][CH:11]=2)=[CH:5][C:6]=1[C:7]([NH2:9])=[O:8].[C:16]1([CH3:26])[CH:21]=[CH:20][C:19](S(O)(=O)=O)=CC=1.C1(=O)CCCC1. (8) The reactants are: [CH3:1][C:2]([CH3:27])([CH3:26])[C@H:3]([NH:7][C:8]([C:10]1[N:11]=[C:12]([C:20]2[CH:25]=[CH:24][CH:23]=[CH:22][CH:21]=2)[N:13]2[CH2:18][CH2:17][N:16]([CH3:19])[CH2:15][C:14]=12)=[O:9])[C:4](Cl)=[O:5].[NH3:28].C1[CH2:33][O:32]CC1. Given the product [NH2:28][C:4](=[O:5])[C@@H:3]([NH:7][C:8]([C:10]1[N:11]=[C:12]([C:20]2[CH:25]=[CH:24][CH:23]=[CH:22][CH:21]=2)[N:13]2[CH2:18][CH2:17][N:16]([CH3:19])[CH2:15][C:14]=12)=[O:9])[C:2]([CH3:27])([CH3:26])[CH3:1].[CH:33]([O-:32])=[O:5], predict the reactants needed to synthesize it.